From a dataset of NCI-60 drug combinations with 297,098 pairs across 59 cell lines. Regression. Given two drug SMILES strings and cell line genomic features, predict the synergy score measuring deviation from expected non-interaction effect. (1) Drug 1: C1C(C(OC1N2C=C(C(=O)NC2=O)F)CO)O. Drug 2: C1=NC2=C(N1)C(=S)N=CN2. Cell line: COLO 205. Synergy scores: CSS=40.5, Synergy_ZIP=-5.88, Synergy_Bliss=-4.43, Synergy_Loewe=-6.00, Synergy_HSA=1.06. (2) Drug 1: COC1=CC(=CC(=C1O)OC)C2C3C(COC3=O)C(C4=CC5=C(C=C24)OCO5)OC6C(C(C7C(O6)COC(O7)C8=CC=CS8)O)O. Drug 2: C(CN)CNCCSP(=O)(O)O. Cell line: A549. Synergy scores: CSS=42.4, Synergy_ZIP=2.84, Synergy_Bliss=3.47, Synergy_Loewe=-34.3, Synergy_HSA=2.66. (3) Drug 1: CC1C(C(CC(O1)OC2CC(CC3=C2C(=C4C(=C3O)C(=O)C5=C(C4=O)C(=CC=C5)OC)O)(C(=O)C)O)N)O.Cl. Synergy scores: CSS=38.8, Synergy_ZIP=-12.6, Synergy_Bliss=-2.40, Synergy_Loewe=-1.01, Synergy_HSA=0.453. Cell line: SF-539. Drug 2: C1CC(C1)(C(=O)O)C(=O)O.[NH2-].[NH2-].[Pt+2]. (4) Drug 1: C1C(C(OC1N2C=C(C(=O)NC2=O)F)CO)O. Drug 2: CCC1=C2CN3C(=CC4=C(C3=O)COC(=O)C4(CC)O)C2=NC5=C1C=C(C=C5)O. Cell line: SF-268. Synergy scores: CSS=50.8, Synergy_ZIP=-3.32, Synergy_Bliss=1.69, Synergy_Loewe=-17.0, Synergy_HSA=-0.743. (5) Drug 1: CCCS(=O)(=O)NC1=C(C(=C(C=C1)F)C(=O)C2=CNC3=C2C=C(C=N3)C4=CC=C(C=C4)Cl)F. Drug 2: CC1OCC2C(O1)C(C(C(O2)OC3C4COC(=O)C4C(C5=CC6=C(C=C35)OCO6)C7=CC(=C(C(=C7)OC)O)OC)O)O. Cell line: 786-0. Synergy scores: CSS=32.0, Synergy_ZIP=11.0, Synergy_Bliss=12.1, Synergy_Loewe=2.50, Synergy_HSA=13.1. (6) Drug 1: CS(=O)(=O)C1=CC(=C(C=C1)C(=O)NC2=CC(=C(C=C2)Cl)C3=CC=CC=N3)Cl. Drug 2: B(C(CC(C)C)NC(=O)C(CC1=CC=CC=C1)NC(=O)C2=NC=CN=C2)(O)O. Cell line: NCI/ADR-RES. Synergy scores: CSS=11.1, Synergy_ZIP=-2.35, Synergy_Bliss=0.272, Synergy_Loewe=-0.753, Synergy_HSA=-0.573. (7) Drug 1: C1CN1P(=S)(N2CC2)N3CC3. Cell line: NCI-H522. Synergy scores: CSS=13.9, Synergy_ZIP=-4.69, Synergy_Bliss=-1.72, Synergy_Loewe=-5.52, Synergy_HSA=-1.27. Drug 2: C1CC(=O)NC(=O)C1N2C(=O)C3=CC=CC=C3C2=O. (8) Synergy scores: CSS=11.9, Synergy_ZIP=-4.85, Synergy_Bliss=-0.701, Synergy_Loewe=-12.6, Synergy_HSA=-2.90. Drug 2: C1C(C(OC1N2C=NC(=NC2=O)N)CO)O. Drug 1: CC1=CC2C(CCC3(C2CCC3(C(=O)C)OC(=O)C)C)C4(C1=CC(=O)CC4)C. Cell line: OVCAR3.